Dataset: Catalyst prediction with 721,799 reactions and 888 catalyst types from USPTO. Task: Predict which catalyst facilitates the given reaction. (1) Reactant: [C:1]([O:5][C:6]([N:8]1[C:16]2[C:11](=[C:12]([Cl:17])[CH:13]=[CH:14][CH:15]=2)[CH:10]=[CH:9]1)=[O:7])([CH3:4])([CH3:3])[CH3:2].[B:18](OC(C)C)([O:23]C(C)C)[O:19]C(C)C.C(NC(C)C)(C)C.[Li].Cl. Product: [C:1]([O:5][C:6]([N:8]1[C:16]2[C:11](=[C:12]([Cl:17])[CH:13]=[CH:14][CH:15]=2)[CH:10]=[C:9]1[B:18]([OH:23])[OH:19])=[O:7])([CH3:4])([CH3:2])[CH3:3]. The catalyst class is: 1. (2) Reactant: [C:1]([CH:5]1[CH2:10][CH2:9][C:8](B(O)O)=[CH:7][CH2:6]1)([CH3:4])([CH3:3])[CH3:2].[CH2:14]([OH:16])[CH3:15].[C:17](=[O:20])([O-])[O-].[Na+].[Na+].Cl. Product: [CH2:14]([O:16][C:17](=[O:20])[CH2:1][C:5]1[CH:10]=[CH:9][C:8]([C:8]2[CH2:9][CH2:10][CH:5]([C:1]([CH3:4])([CH3:3])[CH3:2])[CH2:6][CH:7]=2)=[CH:7][CH:6]=1)[CH3:15]. The catalyst class is: 20. (3) The catalyst class is: 249. Product: [C:1]([O:5][C:6](=[O:15])[NH:7][C:8]1[CH:13]=[C:12]([CH2:14][C:24]([CH:21]2[CH2:22][CH2:23]2)([OH:25])[C:26]2[CH:31]=[CH:30][CH:29]=[CH:28][CH:27]=2)[CH:11]=[CH:10][N:9]=1)([CH3:4])([CH3:3])[CH3:2]. Reactant: [C:1]([O:5][C:6](=[O:15])[NH:7][C:8]1[CH:13]=[C:12]([CH3:14])[CH:11]=[CH:10][N:9]=1)([CH3:4])([CH3:3])[CH3:2].[Li]CCCC.[CH:21]1([C:24]([C:26]2[CH:31]=[CH:30][CH:29]=[CH:28][CH:27]=2)=[O:25])[CH2:23][CH2:22]1.[NH4+].[Cl-]. (4) Reactant: [Cl:1][C:2]1[CH:7]=[CH:6][CH:5]=[C:4]([Cl:8])[C:3]=1[C:9]1[NH:13][C:12](=[O:14])[N:11]([C:15]2[CH:24]=[CH:23][C:18]([C:19](OC)=[O:20])=[C:17]([O:25][CH3:26])[CH:16]=2)[N:10]=1.[F:27][C:28]([F:37])([F:36])[C:29]1[CH:30]=[C:31]([CH:33]=[CH:34][CH:35]=1)[NH2:32].C[Al](C)C. Product: [Cl:1][C:2]1[CH:7]=[CH:6][CH:5]=[C:4]([Cl:8])[C:3]=1[C:9]1[NH:13][C:12](=[O:14])[N:11]([C:15]2[CH:24]=[CH:23][C:18]([C:19]([NH:32][C:31]3[CH:33]=[CH:34][CH:35]=[C:29]([C:28]([F:27])([F:36])[F:37])[CH:30]=3)=[O:20])=[C:17]([O:25][CH3:26])[CH:16]=2)[N:10]=1. The catalyst class is: 11.